From a dataset of Full USPTO retrosynthesis dataset with 1.9M reactions from patents (1976-2016). Predict the reactants needed to synthesize the given product. (1) The reactants are: [C:1]1([C:7]2[C:12]([C:13]([F:16])([F:15])[F:14])=[N:11][NH:10][C:9](=O)[CH:8]=2)[CH:6]=[CH:5][CH:4]=[CH:3][CH:2]=1.P(Cl)(Cl)([Cl:20])=O.C(=O)([O-])O.[Na+].ClCCl. Given the product [Cl:20][C:9]1[N:10]=[N:11][C:12]([C:13]([F:16])([F:15])[F:14])=[C:7]([C:1]2[CH:6]=[CH:5][CH:4]=[CH:3][CH:2]=2)[CH:8]=1, predict the reactants needed to synthesize it. (2) Given the product [Br:3][C:4]1[CH:5]=[CH:6][CH:7]=[C:8]([CH2:10][CH2:11][O:12][CH3:13])[N:9]=1, predict the reactants needed to synthesize it. The reactants are: [H-].[Na+].[Br:3][C:4]1[N:9]=[C:8]([CH2:10][CH2:11][OH:12])[CH:7]=[CH:6][CH:5]=1.[CH3:13]I.O. (3) Given the product [N:18]1([C:23]2[CH:30]=[CH:29][C:26]([C:27]([OH:6])=[O:28])=[CH:25][C:24]=2[O:31][CH3:32])[CH:22]=[CH:21][N:20]=[CH:19]1, predict the reactants needed to synthesize it. The reactants are: CC(=CC)C.[OH2:6].O.P([O-])(O)(O)=O.[Na+].Cl([O-])=O.[Na+].[N:18]1([C:23]2[CH:30]=[CH:29][C:26]([CH:27]=[O:28])=[CH:25][C:24]=2[O:31][CH3:32])[CH:22]=[CH:21][N:20]=[CH:19]1.